This data is from Full USPTO retrosynthesis dataset with 1.9M reactions from patents (1976-2016). The task is: Predict the reactants needed to synthesize the given product. (1) The reactants are: [CH:1]1[C:14]2[NH:13][C:12]3[C:7](=[CH:8][CH:9]=[CH:10][CH:11]=3)[S:6][C:5]=2[CH:4]=[CH:3][CH:2]=1.I[C:16]1[CH:21]=[CH:20][CH:19]=[CH:18][CH:17]=1.C(=O)([O-])[O-].[K+].[K+].C1OCCOCCOCCOCCOCCOC1. Given the product [C:16]1([N:13]2[C:14]3[CH:1]=[CH:2][CH:3]=[CH:4][C:5]=3[S:6][C:7]3[C:12]2=[CH:11][CH:10]=[CH:9][CH:8]=3)[CH:21]=[CH:20][CH:19]=[CH:18][CH:17]=1, predict the reactants needed to synthesize it. (2) Given the product [C:19]([C:4]1[CH:3]=[C:2]([CH:7]=[CH:6][N:5]=1)[C:1]([O:9][CH2:10][CH3:11])=[O:8])(=[O:20])[NH2:21], predict the reactants needed to synthesize it. The reactants are: [C:1]([O:9][CH2:10][CH3:11])(=[O:8])[C:2]1[CH:7]=[CH:6][N:5]=[CH:4][CH:3]=1.OS(O)(=O)=O.OO.[CH:19]([NH2:21])=[O:20]. (3) Given the product [Br:1][C:2]1[N:3]=[C:4]([CH:22]2[CH2:24][CH2:23]2)[N:5]([CH2:14][O:15][CH2:16][CH2:17][Si:18]([CH3:19])([CH3:20])[CH3:21])[C:6]=1[C:7]1[CH:12]=[CH:11][N:10]=[C:9]([Cl:13])[N:8]=1, predict the reactants needed to synthesize it. The reactants are: [Br:1][C:2]1[N:3]=[C:4]([CH:22]2[CH2:24][CH2:23]2)[N:5]([CH2:14][O:15][CH2:16][CH2:17][Si:18]([CH3:21])([CH3:20])[CH3:19])[C:6]=1[CH:7]1[CH2:12][CH:11]=[N:10][C:9]([Cl:13])=[N:8]1. (4) The reactants are: [Br:1][C:2]1[CH:3]=[C:4]([CH:12]2[C:21]3[C:20](=[O:22])[CH2:19][CH:18]([CH2:23][CH2:24][CH3:25])[CH2:17][C:16]=3[NH:15][C:14]([CH3:26])=[C:13]2[C:27]#[N:28])[CH:5]=[C:6]([N+:9]([O-:11])=[O:10])[C:7]=1[OH:8].C(N(CC)C(C)C)(C)C.[CH3:38][O:39][C:40]1[CH:48]=[CH:47][CH:46]=[CH:45][C:41]=1[C:42](Cl)=[O:43]. Given the product [Br:1][C:2]1[CH:3]=[C:4]([CH:12]2[C:21]3[C:20](=[O:22])[CH2:19][CH:18]([CH2:23][CH2:24][CH3:25])[CH2:17][C:16]=3[NH:15][C:14]([CH3:26])=[C:13]2[C:27]#[N:28])[CH:5]=[C:6]([N+:9]([O-:11])=[O:10])[C:7]=1[O:8][C:42](=[O:43])[C:41]1[CH:45]=[CH:46][CH:47]=[CH:48][C:40]=1[O:39][CH3:38], predict the reactants needed to synthesize it. (5) Given the product [NH2:1][C:4]1[CH:5]=[CH:6][C:7]([C:10]2[CH:11]=[C:12]([CH:17]=[CH:18][CH:19]=2)[C:13]([O:15][CH3:16])=[O:14])=[CH:8][CH:9]=1, predict the reactants needed to synthesize it. The reactants are: [N+:1]([C:4]1[CH:9]=[CH:8][C:7]([C:10]2[CH:11]=[C:12]([CH:17]=[CH:18][CH:19]=2)[C:13]([O:15][CH3:16])=[O:14])=[CH:6][CH:5]=1)([O-])=O. (6) Given the product [NH2:14][C:9]1[CH:8]=[C:7]([C:2]([F:1])([F:17])[C:3]([F:4])([F:5])[F:6])[CH:12]=[CH:11][C:10]=1[OH:13], predict the reactants needed to synthesize it. The reactants are: [F:1][C:2]([F:17])([C:7]1[CH:12]=[CH:11][C:10]([OH:13])=[C:9]([N+:14]([O-])=O)[CH:8]=1)[C:3]([F:6])([F:5])[F:4].[H][H]. (7) Given the product [CH:1]1([NH:4][C:5](=[O:26])[C:6]2[CH:11]=[CH:10][C:9]([CH3:12])=[C:8]([N:13]3[CH:22]=[CH:21][C:20]4[C:15](=[CH:16][C:17]([OH:23])=[CH:18][CH:19]=4)[C:14]3=[O:25])[CH:7]=2)[CH2:3][CH2:2]1, predict the reactants needed to synthesize it. The reactants are: [CH:1]1([NH:4][C:5](=[O:26])[C:6]2[CH:11]=[CH:10][C:9]([CH3:12])=[C:8]([N:13]3[CH:22]=[CH:21][C:20]4[C:15](=[CH:16][C:17]([O:23]C)=[CH:18][CH:19]=4)[C:14]3=[O:25])[CH:7]=2)[CH2:3][CH2:2]1.[I-].[Li+].[OH-].[Na+].Cl. (8) Given the product [CH2:17]([O:16][C:14](=[O:15])[C:13]([C:11]#[N:12])=[C:8]([C:4]1[CH:5]=[CH:6][CH:7]=[C:2]([Cl:1])[CH:3]=1)[CH3:9])[CH3:18], predict the reactants needed to synthesize it. The reactants are: [Cl:1][C:2]1[CH:3]=[C:4]([C:8](=O)[CH3:9])[CH:5]=[CH:6][CH:7]=1.[C:11]([CH2:13][C:14]([O:16][CH2:17][CH3:18])=[O:15])#[N:12].C([O-])(=O)C.[NH4+]. (9) Given the product [CH3:17][O:16][C:13]1[CH:14]=[CH:15][C:10]([CH2:9][N:8]2[C:3]3[NH:1][N:2]=[CH:26][C:4]=3[C:5](=[O:20])[N:6]([CH3:19])[C:7]2=[O:18])=[CH:11][CH:12]=1, predict the reactants needed to synthesize it. The reactants are: [NH:1]([C:3]1[N:8]([CH2:9][C:10]2[CH:15]=[CH:14][C:13]([O:16][CH3:17])=[CH:12][CH:11]=2)[C:7](=[O:18])[N:6]([CH3:19])[C:5](=[O:20])[CH:4]=1)[NH2:2].O=P(Cl)(Cl)Cl.[CH3:26]O.